Task: Predict which catalyst facilitates the given reaction.. Dataset: Catalyst prediction with 721,799 reactions and 888 catalyst types from USPTO Reactant: [NH2:1][CH2:2][C@@H:3]([NH:12][S@](C(C)(C)C)=O)[C:4]1[CH:9]=[C:8]([F:10])[CH:7]=[C:6]([Br:11])[CH:5]=1.Cl[C:20]([O:22][CH3:23])=[O:21].Cl. Product: [NH2:12][C@@H:3]([C:4]1[CH:9]=[C:8]([F:10])[CH:7]=[C:6]([Br:11])[CH:5]=1)[CH2:2][NH:1][C:20](=[O:21])[O:22][CH3:23]. The catalyst class is: 2.